Dataset: Forward reaction prediction with 1.9M reactions from USPTO patents (1976-2016). Task: Predict the product of the given reaction. (1) Given the reactants [C:1]1([N:7]([CH:12]2[CH2:17][CH2:16][CH2:15][NH:14][CH2:13]2)[C:8](=[O:11])[CH2:9][CH3:10])[CH:6]=[CH:5][CH:4]=[CH:3][CH:2]=1.CCN(C(C)C)C(C)C.[C:27](O[C:27]([O:29][C:30]([CH3:33])([CH3:32])[CH3:31])=[O:28])([O:29][C:30]([CH3:33])([CH3:32])[CH3:31])=[O:28], predict the reaction product. The product is: [C:30]([O:29][C:27]([N:14]1[CH2:15][CH2:16][CH2:17][CH:12]([N:7]([C:1]2[CH:2]=[CH:3][CH:4]=[CH:5][CH:6]=2)[C:8](=[O:11])[CH2:9][CH3:10])[CH2:13]1)=[O:28])([CH3:33])([CH3:32])[CH3:31]. (2) The product is: [Br:20][C:12]1[C:11]([F:14])=[CH:10][C:9]([O:15][CH3:16])=[C:8]([C:5]([CH3:7])([CH3:6])[CH2:4][C:3](=[O:17])[C:2]([F:1])([F:18])[F:19])[CH:13]=1. Given the reactants [F:1][C:2]([F:19])([F:18])[C:3](=[O:17])[CH2:4][C:5]([C:8]1[CH:13]=[CH:12][C:11]([F:14])=[CH:10][C:9]=1[O:15][CH3:16])([CH3:7])[CH3:6].[Br:20]Br, predict the reaction product.